From a dataset of Catalyst prediction with 721,799 reactions and 888 catalyst types from USPTO. Predict which catalyst facilitates the given reaction. (1) Reactant: [CH:1]1([CH:7]([NH:24][C:25]2[CH:33]=[CH:32][C:28](C(O)=O)=[CH:27][CH:26]=2)[C:8]2[O:9][C:10]3[CH:22]=[CH:21][C:20]([F:23])=[CH:19][C:11]=3[C:12]=2[CH2:13][O:14][CH2:15][CH2:16][O:17][CH3:18])[CH2:6][CH2:5][CH2:4][CH2:3][CH2:2]1.CNC[CH2:37][C:38]([O:40][CH2:41][CH3:42])=[O:39].O.ON1C2C=CC=CC=2N=N1.Cl.C(N=C=NCCCN(C)C)C.[Cl-].[NH4+].[CH3:68][N:69]([CH3:72])[CH:70]=[O:71]. Product: [CH:1]1([CH:7]([NH:24][C:25]2[CH:26]=[CH:27][C:28]([C:70]([N:69]([CH3:72])[CH2:68][CH2:37][C:38]([O:40][CH2:41][CH3:42])=[O:39])=[O:71])=[CH:32][CH:33]=2)[C:8]2[O:9][C:10]3[CH:22]=[CH:21][C:20]([F:23])=[CH:19][C:11]=3[C:12]=2[CH2:13][O:14][CH2:15][CH2:16][O:17][CH3:18])[CH2:6][CH2:5][CH2:4][CH2:3][CH2:2]1. The catalyst class is: 66. (2) Reactant: Cl[C:2]1[N:10]=[C:9]2[C:5]([N:6]=[C:7]([CH:12]=[O:13])[N:8]2[CH3:11])=[C:4]([N:14]2[CH2:19][CH2:18][O:17][CH2:16][CH2:15]2)[N:3]=1.[NH:20]1[C:24]2[CH:25]=[CH:26][CH:27]=[CH:28][C:23]=2[N:22]=[C:21]1[CH2:29][CH2:30][OH:31].CC(C1C=C(C(C)C)C(C2C=CC=CC=2P(C2CCCCC2)C2CCCCC2)=C(C(C)C)C=1)C.C(=O)([O-])[O-].[Cs+].[Cs+]. Product: [OH:31][CH2:30][CH2:29][C:21]1[N:20]([C:2]2[N:10]=[C:9]3[C:5]([N:6]=[C:7]([CH:12]=[O:13])[N:8]3[CH3:11])=[C:4]([N:14]3[CH2:19][CH2:18][O:17][CH2:16][CH2:15]3)[N:3]=2)[C:24]2[CH:25]=[CH:26][CH:27]=[CH:28][C:23]=2[N:22]=1. The catalyst class is: 62. (3) Reactant: Cl.[F:2][C:3]1[C:8]([F:9])=[C:7]([F:10])[C:6]([F:11])=[CH:5][C:4]=1[NH:12]N.[CH3:14][CH:15]([C:24](=O)[CH3:25])[CH2:16][CH2:17][CH2:18][CH2:19][CH2:20][C:21]([OH:23])=[O:22]. Product: [F:11][C:6]1[C:7]([F:10])=[C:8]([F:9])[C:3]([F:2])=[C:4]2[C:5]=1[C:15]([CH2:16][CH2:17][CH2:18][CH2:19][CH2:20][C:21]([OH:23])=[O:22])([CH3:14])[C:24]([CH3:25])=[N:12]2. The catalyst class is: 15. (4) Reactant: [Cl:1]N1C(=O)CCC1=O.[Cl:9][C:10]1[C:18]2[C:17]([O:19][CH3:20])=[N:16][C:15]([NH:21][CH:22]=[O:23])=[N:14][C:13]=2[N:12]([C@@H:24]2[O:34][C@H:33]([CH2:35][O:36][C:37](=[O:41])[CH:38]([CH3:40])[CH3:39])[C@@H:26]([O:27][C:28](=[O:32])[CH:29]([CH3:31])[CH3:30])[CH2:25]2)[CH:11]=1. Product: [CH3:30][CH:29]([CH3:31])[C:28]([O:27][C@@H:26]1[C@@H:33]([CH2:35][O:36][C:37](=[O:41])[CH:38]([CH3:40])[CH3:39])[O:34][C@@H:24]([N:12]2[C:13]3[N:14]=[C:15]([NH:21][CH:22]=[O:23])[N:16]=[C:17]([O:19][CH3:20])[C:18]=3[C:10]([Cl:9])=[C:11]2[Cl:1])[CH2:25]1)=[O:32]. The catalyst class is: 2. (5) Reactant: [CH3:1][O:2][C:3]1[CH:4]=[C:5]2[CH:11]=[C:10]([C:12]([OH:14])=[O:13])[NH:9][C:6]2=[CH:7][N:8]=1.[OH-].[K+].Br[CH2:18][CH3:19]. Product: [CH2:18]([N:9]1[C:6]2=[CH:7][N:8]=[C:3]([O:2][CH3:1])[CH:4]=[C:5]2[CH:11]=[C:10]1[C:12]([OH:14])=[O:13])[CH3:19]. The catalyst class is: 16.